This data is from Peptide-MHC class I binding affinity with 185,985 pairs from IEDB/IMGT. The task is: Regression. Given a peptide amino acid sequence and an MHC pseudo amino acid sequence, predict their binding affinity value. This is MHC class I binding data. (1) The peptide sequence is STIFDIVSK. The MHC is HLA-A31:01 with pseudo-sequence HLA-A31:01. The binding affinity (normalized) is 0.343. (2) The peptide sequence is IEAKINVAD. The MHC is HLA-B27:03 with pseudo-sequence HLA-B27:03. The binding affinity (normalized) is 0.0847. (3) The peptide sequence is WAQDAAMY. The MHC is HLA-A02:05 with pseudo-sequence YYAMYGEKVAHTHVDTLYLRYHYYTWAVWAYTWY. The binding affinity (normalized) is 0. (4) The peptide sequence is AQGYKVLVL. The MHC is HLA-B54:01 with pseudo-sequence HLA-B54:01. The binding affinity (normalized) is 0. (5) The peptide sequence is VTFFCVMTY. The MHC is HLA-A31:01 with pseudo-sequence HLA-A31:01. The binding affinity (normalized) is 0.0847. (6) The peptide sequence is TWKPTIFLL. The MHC is HLA-A29:02 with pseudo-sequence HLA-A29:02. The binding affinity (normalized) is 0.149. (7) The peptide sequence is FLIVAALVFL. The MHC is HLA-A02:06 with pseudo-sequence HLA-A02:06. The binding affinity (normalized) is 0.881. (8) The MHC is HLA-B27:01 with pseudo-sequence YHTEYREICAKTYENTAYLNYHDYTWAVLAYEWY. The binding affinity (normalized) is 0.362. The peptide sequence is RRFFPYYVY. (9) The peptide sequence is PLSPDTCLL. The MHC is HLA-A02:02 with pseudo-sequence HLA-A02:02. The binding affinity (normalized) is 0.712.